This data is from NCI-60 drug combinations with 297,098 pairs across 59 cell lines. The task is: Regression. Given two drug SMILES strings and cell line genomic features, predict the synergy score measuring deviation from expected non-interaction effect. Drug 1: C1C(C(OC1N2C=C(C(=O)NC2=O)F)CO)O. Drug 2: COC1=NC(=NC2=C1N=CN2C3C(C(C(O3)CO)O)O)N. Cell line: SK-MEL-28. Synergy scores: CSS=1.15, Synergy_ZIP=0.701, Synergy_Bliss=1.83, Synergy_Loewe=-3.08, Synergy_HSA=-1.71.